From a dataset of hERG potassium channel inhibition data for cardiac toxicity prediction from Karim et al.. Regression/Classification. Given a drug SMILES string, predict its toxicity properties. Task type varies by dataset: regression for continuous values (e.g., LD50, hERG inhibition percentage) or binary classification for toxic/non-toxic outcomes (e.g., AMES mutagenicity, cardiotoxicity, hepatotoxicity). Dataset: herg_karim. (1) The drug is Cc1ccc(Oc2ccc(N(C[C@@H](C(=O)NO)N3CCOCC3)S(C)(=O)=O)cc2)cc1. The result is 1 (blocker). (2) The drug is C[C@@H](O[C@H]1CCNC(=O)C[C@@H]1c1ccc(F)cc1)c1cc(C(F)(F)F)cc(C(F)(F)F)c1. The result is 1 (blocker). (3) The drug is O=C1N(CCN2CCC(C(F)(F)F)CC2)CCN1c1cccc(OC(F)(F)F)c1. The result is 1 (blocker). (4) The result is 1 (blocker). The drug is CCOc1cc2ncc(C(N)=O)c(Nc3cccc(Cl)c3Cl)c2cc1N1CCN(C)CC1. (5) The compound is N#C[C@H]1CCOC[C@@H]1n1cc(C(N)=O)c(Nc2ccc(Cl)cc2)n1. The result is 0 (non-blocker).